This data is from Full USPTO retrosynthesis dataset with 1.9M reactions from patents (1976-2016). The task is: Predict the reactants needed to synthesize the given product. (1) Given the product [Br:51][C:52]1[N:57]=[C:56]([CH2:58][NH:59][C:15]([C@H:9]2[N:8]([C:6]([O:5][C:1]([CH3:2])([CH3:3])[CH3:4])=[O:7])[C@@H:12]([CH3:13])[C@H:11]([F:14])[CH2:10]2)=[O:17])[CH:55]=[C:54]([C:60]2[CH:65]=[N:64][C:63]([C:66]([F:67])([F:69])[F:68])=[N:62][CH:61]=2)[C:53]=1[F:70], predict the reactants needed to synthesize it. The reactants are: [C:1]([O:5][C:6]([N:8]1[C@@H:12]([CH3:13])[C@H:11]([F:14])[CH2:10][C@H:9]1[C:15]([OH:17])=O)=[O:7])([CH3:4])([CH3:3])[CH3:2].CN(C(ON1N=NC2C=CC=NC1=2)=[N+](C)C)C.F[P-](F)(F)(F)(F)F.CCN(C(C)C)C(C)C.[Br:51][C:52]1[N:57]=[C:56]([CH2:58][NH2:59])[CH:55]=[C:54]([C:60]2[CH:61]=[N:62][C:63]([C:66]([F:69])([F:68])[F:67])=[N:64][CH:65]=2)[C:53]=1[F:70]. (2) Given the product [O:30]1[CH2:31][CH2:32][CH:27]([NH:26][C:1]([C:4]2[CH:9]=[CH:8][C:7]([C:10]3[CH:15]=[C:14]([CH2:16][C:17]([C:19]4[CH:24]=[CH:23][CH:22]=[C:21]([CH3:25])[N:20]=4)=[O:18])[CH:13]=[CH:12][N:11]=3)=[CH:6][CH:5]=2)=[O:3])[CH2:28][CH2:29]1, predict the reactants needed to synthesize it. The reactants are: [C:1]([C:4]1[CH:9]=[CH:8][C:7]([C:10]2[CH:15]=[C:14]([CH2:16][C:17]([C:19]3[CH:24]=[CH:23][CH:22]=[C:21]([CH3:25])[N:20]=3)=[O:18])[CH:13]=[CH:12][N:11]=2)=[CH:6][CH:5]=1)([OH:3])=O.[NH2:26][CH:27]1[CH2:32][CH2:31][O:30][CH2:29][CH2:28]1. (3) Given the product [Cl:1][C:2]1[CH:7]=[CH:6][CH:5]=[C:4]([Cl:8])[C:3]=1[NH:9][C:10]1[CH:15]=[CH:14][CH:13]=[CH:12][C:11]=1[CH2:16][C:17]([O:19][CH:20]([CH2:25][OH:24])[CH2:21][OH:22])=[O:18], predict the reactants needed to synthesize it. The reactants are: [Cl:1][C:2]1[CH:7]=[CH:6][CH:5]=[C:4]([Cl:8])[C:3]=1[NH:9][C:10]1[CH:15]=[CH:14][CH:13]=[CH:12][C:11]=1[CH2:16][C:17]([O:19][CH:20]1[CH2:25][O:24]C(C2C=CC=CC=2)[O:22][CH2:21]1)=[O:18].